From a dataset of Full USPTO retrosynthesis dataset with 1.9M reactions from patents (1976-2016). Predict the reactants needed to synthesize the given product. Given the product [CH3:6][CH:4]1[N:15]([CH2:9][CH2:10][CH2:11][CH2:12][CH2:13][CH3:14])[C:1](=[O:8])[CH2:2][CH2:3]1, predict the reactants needed to synthesize it. The reactants are: [C:1]([OH:8])(=O)[CH2:2][CH2:3][C:4]([CH3:6])=O.[CH2:9]([NH2:15])[CH2:10][CH2:11][CH2:12][CH2:13][CH3:14].